Dataset: Peptide-MHC class I binding affinity with 185,985 pairs from IEDB/IMGT. Task: Regression. Given a peptide amino acid sequence and an MHC pseudo amino acid sequence, predict their binding affinity value. This is MHC class I binding data. (1) The peptide sequence is LLSGHNLAK. The MHC is HLA-A68:01 with pseudo-sequence HLA-A68:01. The binding affinity (normalized) is 0.188. (2) The peptide sequence is ITAAKLDYW. The MHC is Mamu-B17 with pseudo-sequence Mamu-B17. The binding affinity (normalized) is 0.494. (3) The peptide sequence is HAFSSLLSG. The MHC is HLA-A30:01 with pseudo-sequence HLA-A30:01. The binding affinity (normalized) is 0.351.